From a dataset of Full USPTO retrosynthesis dataset with 1.9M reactions from patents (1976-2016). Predict the reactants needed to synthesize the given product. (1) Given the product [Br:30][CH2:31][CH2:32][O:22][C:19]1[CH:18]=[CH:17][C:16]([N:13]2[CH:14]=[CH:15][C:10]([O:9][CH2:8][C:5]3[CH:4]=[CH:3][C:2]([Cl:1])=[CH:7][N:6]=3)=[CH:11][C:12]2=[O:23])=[CH:21][CH:20]=1, predict the reactants needed to synthesize it. The reactants are: [Cl:1][C:2]1[CH:3]=[CH:4][C:5]([CH2:8][O:9][C:10]2[CH:15]=[CH:14][N:13]([C:16]3[CH:21]=[CH:20][C:19]([OH:22])=[CH:18][CH:17]=3)[C:12](=[O:23])[CH:11]=2)=[N:6][CH:7]=1.C(=O)([O-])[O-].[Cs+].[Cs+].[Br:30][CH:31](Br)[CH3:32].CN(C=O)C. (2) The reactants are: [CH3:1][O:2][C:3]1[CH:4]=[C:5]([CH:26]=[CH:27][CH:28]=1)[O:6][C:7]1[CH:8]=[C:9]2[C:14](=[CH:15][CH:16]=1)[NH:13][C:12](=S)[C@@H:11]([NH:18][C:19](=[O:25])[O:20][C:21]([CH3:24])([CH3:23])[CH3:22])[CH2:10]2.COC1C=C(C=CC=1)OC1C=C2C(=CC=1)NC(=S)[C@H](NC(=O)OC(C)(C)C)C2.C(OC(N[C@H](C(OC)=O)CI)=O)(C)(C)C.[CH:72]([NH:74][NH2:75])=O.C(O)(=O)C. Given the product [CH3:1][O:2][C:3]1[CH:4]=[C:5]([CH:26]=[CH:27][CH:28]=1)[O:6][C:7]1[CH:8]=[C:9]2[C:14](=[CH:15][CH:16]=1)[N:13]1[CH:72]=[N:74][N:75]=[C:12]1[CH:11]([NH:18][C:19](=[O:25])[O:20][C:21]([CH3:24])([CH3:23])[CH3:22])[CH2:10]2, predict the reactants needed to synthesize it. (3) Given the product [CH3:21][C:22]1([CH3:32])[C:26]2[CH:27]=[CH:28][CH:29]=[CH:30][C:25]=2/[C:24](=[C:3]2\[C:2](=[O:10])[NH:1][C:9]3[C:4]\2=[CH:5][CH:6]=[CH:7][CH:8]=3)/[O:23]1, predict the reactants needed to synthesize it. The reactants are: [NH:1]1[C:9]2[C:4](=[CH:5][CH:6]=[CH:7][CH:8]=2)[CH2:3][C:2]1=[O:10].[Li+].C[Si]([N-][Si](C)(C)C)(C)C.[CH3:21][C:22]1([CH3:32])[C:26]2[CH:27]=[CH:28][CH:29]=[CH:30][C:25]=2[C:24](=O)[O:23]1. (4) Given the product [F:20][C:31]1[C:23]([O:22][CH3:21])=[CH:24][CH:25]=[C:26]2[C:30]=1[C:29](=[O:32])[CH2:28][CH2:27]2, predict the reactants needed to synthesize it. The reactants are: [B-](F)(F)(F)F.[B-](F)(F)(F)F.C1[N+]2(O)CC[N+]([F:20])(CC2)C1.[CH3:21][O:22][C:23]1[CH:31]=[C:30]2[C:26]([CH2:27][CH2:28][C:29]2=[O:32])=[CH:25][CH:24]=1. (5) Given the product [CH3:38][N:39]([CH3:43])[C:40]([N:19]1[CH2:20][CH2:21][C:15]2[N:14]=[C:13]([C:11]3[S:12][C:8]4[C:7]([N:23]5[CH2:24][CH2:25][O:26][CH2:27][CH2:28]5)=[CH:6][CH:5]=[C:4]([O:3][CH3:2])[C:9]=4[N:10]=3)[NH:22][C:16]=2[CH2:17][CH2:18]1)=[O:41], predict the reactants needed to synthesize it. The reactants are: Cl.[CH3:2][O:3][C:4]1[C:9]2[N:10]=[C:11]([C:13]3[NH:22][C:16]4[CH2:17][CH2:18][NH:19][CH2:20][CH2:21][C:15]=4[N:14]=3)[S:12][C:8]=2[C:7]([N:23]2[CH2:28][CH2:27][O:26][CH2:25][CH2:24]2)=[CH:6][CH:5]=1.C(N(C(C)C)C(C)C)C.[CH3:38][N:39]([CH3:43])[C:40](Cl)=[O:41]. (6) Given the product [CH3:12][C:5]1[CH2:6][C:7]2[C:3]([CH:4]=1)=[C:2]([C:13]1[CH:18]=[CH:17][CH:16]=[CH:15][CH:14]=1)[C:10]([CH3:11])=[CH:9][CH:8]=2, predict the reactants needed to synthesize it. The reactants are: Br[C:2]1[C:10]([CH3:11])=[CH:9][CH:8]=[C:7]2[C:3]=1[CH:4]=[C:5]([CH3:12])[CH2:6]2.[C:13]1([Mg]Br)[CH:18]=[CH:17][CH:16]=[CH:15][CH:14]=1. (7) Given the product [CH3:23][C@:20]12[C@@:19]3([CH3:24])[C@@H:10]([C@:11]4([CH3:40])[C@@H:16]([CH2:17][CH2:18]3)[C:15]([CH3:25])([CH3:26])[C:14]([C:27]3[CH:28]=[CH:29][C:30]([C:31]([O:33][C:34]([CH3:35])([CH3:36])[CH3:37])=[O:32])=[CH:38][CH:39]=3)=[CH:13][CH2:12]4)[CH2:9][CH2:8][C@@H:7]1[C@H:6]1[C@H:41]([C:44]([CH3:46])=[CH2:45])[CH2:42][CH2:43][C@:5]1([CH2:4][NH:1][CH2:2][CH2:3][N:54]1[CH2:55][CH2:56][N:51]([S:48]([CH3:47])(=[O:50])=[O:49])[CH2:52][CH2:53]1)[CH2:22][CH2:21]2, predict the reactants needed to synthesize it. The reactants are: [N:1]1([CH2:4][C@:5]23[CH2:43][CH2:42][C@@H:41]([C:44]([CH3:46])=[CH2:45])[C@@H:6]2[C@@H:7]2[C@@:20]([CH3:23])([CH2:21][CH2:22]3)[C@@:19]3([CH3:24])[C@@H:10]([C@:11]4([CH3:40])[C@@H:16]([CH2:17][CH2:18]3)[C:15]([CH3:26])([CH3:25])[C:14]([C:27]3[CH:39]=[CH:38][C:30]([C:31]([O:33][C:34]([CH3:37])([CH3:36])[CH3:35])=[O:32])=[CH:29][CH:28]=3)=[CH:13][CH2:12]4)[CH2:9][CH2:8]2)[CH2:3][CH2:2]1.[CH3:47][S:48]([N:51]1[CH2:56][CH2:55][NH:54][CH2:53][CH2:52]1)(=[O:50])=[O:49]. (8) Given the product [O:15]([C:22]1[C:27]([C:28]([NH:9][NH:8][C:6](=[O:7])[C:5]2[CH:10]=[CH:11][CH:12]=[C:3]([C:2]([F:13])([F:14])[F:1])[CH:4]=2)=[O:29])=[CH:26][CH:25]=[CH:24][N:23]=1)[C:16]1[CH:21]=[CH:20][CH:19]=[CH:18][CH:17]=1, predict the reactants needed to synthesize it. The reactants are: [F:1][C:2]([F:14])([F:13])[C:3]1[CH:4]=[C:5]([CH:10]=[CH:11][CH:12]=1)[C:6]([NH:8][NH2:9])=[O:7].[O:15]([C:22]1[C:27]([C:28](Cl)=[O:29])=[CH:26][CH:25]=[CH:24][N:23]=1)[C:16]1[CH:21]=[CH:20][CH:19]=[CH:18][CH:17]=1. (9) Given the product [CH3:1][O:2][C:3]1[C:15]2[C:14]3[C:9](=[CH:10][C:11]([CH:16]=[O:17])=[CH:12][CH:13]=3)[C:8](=[O:18])[C:7]=2[CH:6]=[CH:5][CH:4]=1, predict the reactants needed to synthesize it. The reactants are: [CH3:1][O:2][C:3]1[C:15]2[C:14]3[C:9](=[CH:10][C:11]([CH2:16][OH:17])=[CH:12][CH:13]=3)[C:8](=[O:18])[C:7]=2[CH:6]=[CH:5][CH:4]=1.C[N+]1([O-])CCOCC1.[O-][Si]([O-])=O.[Mg+2].